The task is: Binary Classification. Given a T-cell receptor sequence (or CDR3 region) and an epitope sequence, predict whether binding occurs between them.. This data is from TCR-epitope binding with 47,182 pairs between 192 epitopes and 23,139 TCRs. The epitope is IPRRNVATL. The TCR CDR3 sequence is CASSFGGGTYEQYF. Result: 0 (the TCR does not bind to the epitope).